This data is from Catalyst prediction with 721,799 reactions and 888 catalyst types from USPTO. The task is: Predict which catalyst facilitates the given reaction. (1) Reactant: C1([C@@:7]2(S([C@]3(C4C=CC=CC=4)O[C@H](COC(=O)C)[C@@H](OCC4C=CC=CC=4)[C@H](OCC4C=CC=CC=4)[C@H]3OCC3C=CC=CC=3)=O)[O:36][C@H:35]([CH2:37][O:38][C:39](=[O:41])[CH3:40])[C@@H:26]([O:27][CH2:28][C:29]3[CH:34]=[CH:33][CH:32]=[CH:31][CH:30]=3)[C@H:17]([O:18][CH2:19][C:20]3[CH:25]=[CH:24][CH:23]=[CH:22][CH:21]=3)[C@H:8]2[O:9][CH2:10][C:11]2[CH:16]=[CH:15][CH:14]=[CH:13][CH:12]=2)C=CC=CC=1.[CH2:85]([O:92][C@@H:93]1[C@@H:105]([O:106][CH2:107][C:108]2[CH:113]=[CH:112][CH:111]=[CH:110][CH:109]=2)[C@H:104]([O:114][CH2:115][C:116]2[CH:121]=[CH:120][CH:119]=[CH:118][CH:117]=2)[C@@H:103]([CH2:122][OH:123])[O:102][C@H:94]1[S:95][C:96]1[CH:101]=[CH:100][CH:99]=[CH:98][CH:97]=1)[C:86]1[CH:91]=[CH:90][CH:89]=[CH:88][CH:87]=1.C(C1C=C(C)C=C(C(C)(C)C)N=1)(C)(C)C.O(S(C(F)(F)F)(=O)=O)S(C(F)(F)F)(=O)=O. Product: [CH2:10]([O:9][C@@H:8]1[C@@H:17]([O:18][CH2:19][C:20]2[CH:25]=[CH:24][CH:23]=[CH:22][CH:21]=2)[C@H:26]([O:27][CH2:28][C:29]2[CH:34]=[CH:33][CH:32]=[CH:31][CH:30]=2)[C@@H:35]([CH2:37][O:38][C:39](=[O:41])[CH3:40])[O:36][C@H:7]1[O:123][CH2:122][C@H:103]1[O:102][C@@H:94]([S:95][C:96]2[CH:97]=[CH:98][CH:99]=[CH:100][CH:101]=2)[C@H:93]([O:92][CH2:85][C:86]2[CH:91]=[CH:90][CH:89]=[CH:88][CH:87]=2)[C@@H:105]([O:106][CH2:107][C:108]2[CH:113]=[CH:112][CH:111]=[CH:110][CH:109]=2)[C@@H:104]1[O:114][CH2:115][C:116]1[CH:121]=[CH:120][CH:119]=[CH:118][CH:117]=1)[C:11]1[CH:16]=[CH:15][CH:14]=[CH:13][CH:12]=1. The catalyst class is: 2. (2) Reactant: C(OC([NH:8][C@H:9]([CH2:15][CH:16]1[CH2:21][CH2:20][CH2:19][CH2:18][CH2:17]1)[CH:10]([OH:14])[C:11]([OH:13])=[O:12])=O)(C)(C)C. Product: [NH2:8][C@H:9]([CH2:15][CH:16]1[CH2:21][CH2:20][CH2:19][CH2:18][CH2:17]1)[CH:10]([OH:14])[C:11]([OH:13])=[O:12]. The catalyst class is: 89. (3) Product: [C:10]([C:9]1[C:8]([O:12][CH:13]([CH3:15])[CH3:14])=[C:7]([O:16][CH:17]([CH3:19])[CH3:18])[CH:6]=[C:3]([C:4]#[N:5])[C:2]=1[O:20][C:21]1[CH:29]=[CH:28][C:24]([C:25]([OH:27])=[O:26])=[CH:23][CH:22]=1)#[N:11]. Reactant: Br[C:2]1[C:9]([C:10]#[N:11])=[C:8]([O:12][CH:13]([CH3:15])[CH3:14])[C:7]([O:16][CH:17]([CH3:19])[CH3:18])=[CH:6][C:3]=1[C:4]#[N:5].[OH:20][C:21]1[CH:29]=[CH:28][C:24]([C:25]([OH:27])=[O:26])=[CH:23][CH:22]=1.C(=O)([O-])[O-].[Cs+].[Cs+].Cl. The catalyst class is: 6. (4) Reactant: Cl[C:2]1[N:3]([CH:12]([CH3:14])[CH3:13])[C:4]2[CH:9]=[C:8]([Cl:10])[N:7]=[CH:6][C:5]=2[N:11]=1.[CH3:15][O:16][CH2:17][CH2:18][NH2:19]. Product: [Cl:10][C:8]1[N:7]=[CH:6][C:5]2[N:11]=[C:2]([NH:19][CH2:18][CH2:17][O:16][CH3:15])[N:3]([CH:12]([CH3:14])[CH3:13])[C:4]=2[CH:9]=1. The catalyst class is: 287. (5) Reactant: [C:1]([O:5][N:6]=[C:7]1[CH2:12][CH2:11][N:10](C(O)=O)[CH2:9][CH2:8]1)([CH3:4])([CH3:3])[CH3:2].Cl.O1CCOCC1.C(=O)([O-])O.[Na+]. Product: [C:1]([O:5][N:6]=[C:7]1[CH2:8][CH2:9][NH:10][CH2:11][CH2:12]1)([CH3:4])([CH3:2])[CH3:3]. The catalyst class is: 4. (6) Reactant: CO[C:3]([C:5]1[N:6]=[C:7]([C:24]#[N:25])[C:8]2[C:9](=[O:23])[N:10]([CH2:16][C:17]3[CH:22]=[CH:21][CH:20]=[CH:19][CH:18]=3)[CH:11]=[CH:12][C:13]=2[C:14]=1[OH:15])=[O:4].[C:26]([O:30][C:31]([C:33]1([CH2:37][NH2:38])[CH2:36][CH2:35][CH2:34]1)=[O:32])([CH3:29])([CH3:28])[CH3:27]. Product: [C:26]([O:30][C:31]([C:33]1([CH2:37][NH:38][C:3]([C:5]2[N:6]=[C:7]([C:24]#[N:25])[C:8]3[C:9](=[O:23])[N:10]([CH2:16][C:17]4[CH:22]=[CH:21][CH:20]=[CH:19][CH:18]=4)[CH:11]=[CH:12][C:13]=3[C:14]=2[OH:15])=[O:4])[CH2:34][CH2:35][CH2:36]1)=[O:32])([CH3:29])([CH3:28])[CH3:27]. The catalyst class is: 14. (7) Reactant: [CH:1]([C:3]1[CH:4]=[C:5]([CH:8]=[CH:9][C:10]=1[OH:11])[C:6]#[N:7])=O.[N:12]1([C:18]2[S:19][CH2:20][C:21](=[O:23])[N:22]=2)[CH2:17][CH2:16][CH2:15][CH2:14][CH2:13]1.C([O-])(=O)C.[NH4+]. Product: [OH:11][C:10]1[CH:9]=[CH:8][C:5]([C:6]#[N:7])=[CH:4][C:3]=1/[CH:1]=[C:20]1/[C:21](=[O:23])[N:22]=[C:18]([N:12]2[CH2:17][CH2:16][CH2:15][CH2:14][CH2:13]2)[S:19]/1. The catalyst class is: 15.